From a dataset of Full USPTO retrosynthesis dataset with 1.9M reactions from patents (1976-2016). Predict the reactants needed to synthesize the given product. (1) The reactants are: [CH:1]1([C:4]([N:6]2[C:15]3[C:10](=[C:11]([O:21][C:22]4[CH:27]=[CH:26][CH:25]=[CH:24][CH:23]=4)[C:12]([C:16]4[CH:17]=[N:18][NH:19][CH:20]=4)=[CH:13][CH:14]=3)[CH2:9][CH2:8][C@@H:7]2[CH3:28])=[O:5])[CH2:3][CH2:2]1.C(=O)([O-])[O-].[Cs+].[Cs+].CN(C)C=O.Br[CH:41]1[CH2:46][CH2:45][S:44](=[O:48])(=[O:47])[CH2:43][CH2:42]1. Given the product [CH:1]1([C:4]([N:6]2[C:15]3[C:10](=[C:11]([O:21][C:22]4[CH:27]=[CH:26][CH:25]=[CH:24][CH:23]=4)[C:12]([C:16]4[CH:20]=[N:19][N:18]([CH:42]5[CH2:41][CH2:46][CH2:45][S:44](=[O:48])(=[O:47])[CH2:43]5)[CH:17]=4)=[CH:13][CH:14]=3)[CH2:9][CH2:8][C@@H:7]2[CH3:28])=[O:5])[CH2:2][CH2:3]1, predict the reactants needed to synthesize it. (2) Given the product [F:21][C:17]1[CH:16]=[C:15]2[C:20]([C:11]([N:10]3[C:4]4[C:5](=[N:6][CH:7]=[C:2]([N:34]5[CH2:39][CH2:38][O:37][CH2:36][CH2:35]5)[CH:3]=4)[C:8]4([CH2:33][CH2:32][O:31][CH2:30][CH2:29]4)[CH2:9]3)=[C:12]([CH3:28])[C:13]([C:22]3[CH:27]=[CH:26][CH:25]=[CH:24][N:23]=3)=[N:14]2)=[CH:19][CH:18]=1, predict the reactants needed to synthesize it. The reactants are: Br[C:2]1[CH:3]=[C:4]2[N:10]([C:11]3[C:20]4[C:15](=[CH:16][C:17]([F:21])=[CH:18][CH:19]=4)[N:14]=[C:13]([C:22]4[CH:27]=[CH:26][CH:25]=[CH:24][N:23]=4)[C:12]=3[CH3:28])[CH2:9][C:8]3([CH2:33][CH2:32][O:31][CH2:30][CH2:29]3)[C:5]2=[N:6][CH:7]=1.[NH:34]1[CH2:39][CH2:38][O:37][CH2:36][CH2:35]1.CC(C)([O-])C.[Na+].CC(C1C=C(C(C)C)C(C2C=CC=CC=2P(C2CCCCC2)C2CCCCC2)=C(C(C)C)C=1)C. (3) Given the product [Br:14][C:15]1[C:16]([O:22][C@H:23]([CH3:27])[C@H:24]([OH:26])[CH3:25])=[N:17][C:18]([NH:1][C:2]2[CH:7]=[CH:6][C:5]([S:8]([CH3:11])(=[NH:10])=[O:9])=[C:4]([O:12][CH3:13])[CH:3]=2)=[N:19][CH:20]=1, predict the reactants needed to synthesize it. The reactants are: [NH2:1][C:2]1[CH:7]=[CH:6][C:5]([S:8]([CH3:11])(=[NH:10])=[O:9])=[C:4]([O:12][CH3:13])[CH:3]=1.[Br:14][C:15]1[C:16]([O:22][C@H:23]([CH3:27])[C@H:24]([OH:26])[CH3:25])=[N:17][C:18](Cl)=[N:19][CH:20]=1.Cl.C(O)CCC.CO.